Dataset: Catalyst prediction with 721,799 reactions and 888 catalyst types from USPTO. Task: Predict which catalyst facilitates the given reaction. Reactant: Cl[C:2]1[N:10]=[C:9]2[C:5]([N:6]([CH2:21][C:22]3[CH:27]=[CH:26][C:25]([Cl:28])=[CH:24][CH:23]=3)[C:7]([C:11]3[CH:16]=[C:15]([CH3:17])[CH:14]=[CH:13][C:12]=3[O:18][CH2:19][CH3:20])=[N:8]2)=[C:4]([NH:29][C@@H:30]([CH:32]2[CH2:35][CH2:34][CH2:33]2)[CH3:31])[N:3]=1.[C-:36]#[N:37].[Na+].O. Product: [Cl:28][C:25]1[CH:26]=[CH:27][C:22]([CH2:21][N:6]2[C:5]3[C:9](=[N:10][C:2]([C:36]#[N:37])=[N:3][C:4]=3[NH:29][C@@H:30]([CH:32]3[CH2:35][CH2:34][CH2:33]3)[CH3:31])[N:8]=[C:7]2[C:11]2[CH:16]=[C:15]([CH3:17])[CH:14]=[CH:13][C:12]=2[O:18][CH2:19][CH3:20])=[CH:23][CH:24]=1.[Cl:28][C:25]1[CH:24]=[CH:23][C:22]([CH2:21][N:6]2[C:5]3[C:9](=[N:10][C:2]([C:36]#[N:37])=[N:3][C:4]=3[NH:29][C@@H:30]([CH:32]3[CH2:33][CH2:34][CH2:35]3)[CH3:31])[N:8]=[C:7]2[C:11]2[CH:16]=[C:15]([CH3:17])[CH:14]=[CH:13][C:12]=2[OH:18])=[CH:27][CH:26]=1. The catalyst class is: 16.